From a dataset of Catalyst prediction with 721,799 reactions and 888 catalyst types from USPTO. Predict which catalyst facilitates the given reaction. (1) Reactant: [CH:1]1[C:2]([C:10]#[N:11])=[CH:3][N:4]2[C:9]=1[CH:8]=[CH:7][CH:6]=[CH:5]2.F[B-](F)(F)F.C1(P(C2CCCC2)C2CCCC2)CCCC1.C([O-])([O-])=O.[Cs+].[Cs+].Cl[C:40]1[CH:45]=[CH:44][N:43]=[CH:42][CH:41]=1. Product: [N:43]1[CH:44]=[CH:45][C:40]([C:3]2[N:4]3[C:9]([CH:8]=[CH:7][CH:6]=[CH:5]3)=[CH:1][C:2]=2[C:10]#[N:11])=[CH:41][CH:42]=1. The catalyst class is: 718. (2) The catalyst class is: 6. Product: [C:44]1([S:50][C:2]2[CH:34]=[CH:33][C:5]3=[N:6][N:7]([C:9]4[CH:14]=[C:13]([C:15]([CH2:18][C:19]([CH3:22])([CH3:21])[CH3:20])([CH3:17])[CH3:16])[CH:12]=[C:11]([C:23]([C:26]5[CH:31]=[CH:30][CH:29]=[CH:28][CH:27]=5)([CH3:25])[CH3:24])[C:10]=4[OH:32])[N:8]=[C:4]3[CH:3]=2)[CH:49]=[CH:48][CH:47]=[CH:46][CH:45]=1. Reactant: Cl[C:2]1[CH:34]=[CH:33][C:5]2=[N:6][N:7]([C:9]3[CH:14]=[C:13]([C:15]([CH2:18][C:19]([CH3:22])([CH3:21])[CH3:20])([CH3:17])[CH3:16])[CH:12]=[C:11]([C:23]([C:26]4[CH:31]=[CH:30][CH:29]=[CH:28][CH:27]=4)([CH3:25])[CH3:24])[C:10]=3[OH:32])[N:8]=[C:4]2[CH:3]=1.CN1CCCC1=O.[OH-].[K+].[C:44]1([SH:50])[CH:49]=[CH:48][CH:47]=[CH:46][CH:45]=1. (3) Reactant: F[C:2]1[CH:7]=[CH:6][C:5]([N+:8]([O-:10])=[O:9])=[CH:4][CH:3]=1.[CH2:11]([OH:14])[CH2:12][OH:13].C(=O)([O-])[O-].[Cs+].[Cs+].CCCCCC.C(OCC)(=O)C. Product: [N+:8]([C:5]1[CH:6]=[CH:7][C:2]([O:13][CH2:12][CH2:11][OH:14])=[CH:3][CH:4]=1)([O-:10])=[O:9]. The catalyst class is: 6. (4) Reactant: Cl.Cl.[N:3]1[CH:8]=[CH:7][C:6]([C:9]([NH2:12])([CH3:11])[CH3:10])=[CH:5][CH:4]=1.CN(C(ON1N=NC2C=CC=NC1=2)=[N+](C)C)C.F[P-](F)(F)(F)(F)F.CCN(C(C)C)C(C)C.[F:46][C:47]1[CH:52]=[CH:51][C:50]([C:53]2[O:54][C:55]3[CH:65]=[CH:64][C:63]([C:66]4[CH:67]=[C:68]([CH:72]=[CH:73][CH:74]=4)[C:69](O)=[O:70])=[CH:62][C:56]=3[C:57]=2[C:58](=[O:61])[NH:59][CH3:60])=[CH:49][CH:48]=1. Product: [F:46][C:47]1[CH:52]=[CH:51][C:50]([C:53]2[O:54][C:55]3[CH:65]=[CH:64][C:63]([C:66]4[CH:74]=[CH:73][CH:72]=[C:68]([C:69](=[O:70])[NH:12][C:9]([C:6]5[CH:7]=[CH:8][N:3]=[CH:4][CH:5]=5)([CH3:11])[CH3:10])[CH:67]=4)=[CH:62][C:56]=3[C:57]=2[C:58]([NH:59][CH3:60])=[O:61])=[CH:49][CH:48]=1. The catalyst class is: 3. (5) Reactant: CS([Cl:5])(=O)=O.[CH3:6][C:7]1[C:15]2[C:10](=[N+:11]([O-])[CH:12]=[CH:13][CH:14]=2)[NH:9][CH:8]=1.O.[OH-].[Na+]. Product: [Cl:5][C:14]1[CH:13]=[CH:12][N:11]=[C:10]2[NH:9][CH:8]=[C:7]([CH3:6])[C:15]=12. The catalyst class is: 3. (6) Reactant: C(Cl)Cl.[Cl-].[F:5][C:6]1[CH:7]=[C:8]([CH:11]=[C:12]([F:14])[CH:13]=1)[CH2:9][Zn+].Br[C:16]1[CH:17]=[C:18]2[C:24]([NH2:25])=[N:23][NH:22][C:19]2=[N:20][CH:21]=1.O. Product: [F:5][C:6]1[CH:7]=[C:8]([CH:11]=[C:12]([F:14])[CH:13]=1)[CH2:9][C:16]1[CH:17]=[C:18]2[C:24]([NH2:25])=[N:23][NH:22][C:19]2=[N:20][CH:21]=1. The catalyst class is: 7.